Dataset: Cav3 T-type calcium channel HTS with 100,875 compounds. Task: Binary Classification. Given a drug SMILES string, predict its activity (active/inactive) in a high-throughput screening assay against a specified biological target. (1) The molecule is S(c1n(c(nn1)C1CCCCC1)C)CC(=O)Nc1ccc(cc1)C(OCC)=O. The result is 0 (inactive). (2) The result is 1 (active). The compound is FC(F)(F)c1cc(N2CC(CC2=O)c2[nH]c3c(n2)cccc3)ccc1. (3) The compound is Brc1cc2C(N(C(=O)Nc2cc1)CC(O)=O)c1ccccc1. The result is 0 (inactive). (4) The drug is Clc1cc(CN2CCN(CC2)c2ccc(F)cc2)c(O)c2ncccc12. The result is 0 (inactive). (5) The molecule is O=C/1CC(CC(=O)C1=C\NCCN1CCN(CC1)CCc1ccccc1)(C)C. The result is 0 (inactive). (6) The molecule is O=c1[nH]c2c(cc1C(N1CC(CCC1)C)c1n(nnn1)CCc1ccccc1)ccc(OC)c2. The result is 0 (inactive). (7) The compound is S(CCC(=O)NCCCN1CCOCC1)CCc1ccncc1. The result is 0 (inactive). (8) The compound is S(=O)(=O)(Nn1cnnc1)c1ccccc1. The result is 0 (inactive). (9) The drug is s1c(CNC(=O)c2ccc(OCC)cc2)ccc1. The result is 0 (inactive).